This data is from Reaction yield outcomes from USPTO patents with 853,638 reactions. The task is: Predict the reaction yield, written as a fraction of the theoretical maximum amount of product (1.0 means a 100% yield; for example, 0.34 means a 34% yield). (1) The reactants are [Cl-].O[NH3+:3].[C:4](=[O:7])([O-])[OH:5].[Na+].CS(C)=O.[CH2:13]([C:15]1[N:16]=[C:17]([CH2:45][CH2:46][CH3:47])[N:18]([CH2:30][C:31]2[CH:36]=[CH:35][C:34]([C:37]3[C:38]([C:43]#[N:44])=[CH:39][CH:40]=[CH:41][CH:42]=3)=[CH:33][CH:32]=2)[C:19](=[O:29])[C:20]=1[C:21]([N:23]1[CH2:28][CH2:27][O:26][CH2:25][CH2:24]1)=[O:22])[CH3:14]. The catalyst is O. The product is [CH2:13]([C:15]1[N:16]=[C:17]([CH2:45][CH2:46][CH3:47])[N:18]([CH2:30][C:31]2[CH:36]=[CH:35][C:34]([C:37]3[CH:42]=[CH:41][CH:40]=[CH:39][C:38]=3[C:43]3[NH:3][C:4](=[O:7])[O:5][N:44]=3)=[CH:33][CH:32]=2)[C:19](=[O:29])[C:20]=1[C:21]([N:23]1[CH2:24][CH2:25][O:26][CH2:27][CH2:28]1)=[O:22])[CH3:14]. The yield is 0.390. (2) The reactants are O.O[N:3]1C2C=CC=CC=2N=N1.Cl.CN(C)CCCN=C=NCC.[C:24]([O:28][C:29]([N:31]1[CH2:36][CH2:35][C:34]([NH:40][C:41]([O:43][C:44]([CH3:47])([CH3:46])[CH3:45])=[O:42])([C:37](O)=[O:38])[CH2:33][CH2:32]1)=[O:30])([CH3:27])([CH3:26])[CH3:25].[OH-].[NH4+]. The catalyst is CN(C=O)C.[Cl-].[Na+].O.O. The product is [C:24]([O:28][C:29]([N:31]1[CH2:36][CH2:35][C:34]([NH:40][C:41]([O:43][C:44]([CH3:45])([CH3:47])[CH3:46])=[O:42])([C:37](=[O:38])[NH2:3])[CH2:33][CH2:32]1)=[O:30])([CH3:27])([CH3:25])[CH3:26]. The yield is 0.970. (3) The reactants are [Cl:1][C:2]1[CH:9]=[CH:8][CH:7]=[CH:6][C:3]=1[CH:4]=O.[NH2:10][C:11]1[CH:19]=[C:18]([O:20][CH3:21])[CH:17]=[C:16]([O:22][CH3:23])[C:12]=1[C:13]([NH2:15])=[O:14].OS([O-])=O.[Na+].CC1C=CC(S(O)(=O)=O)=CC=1.O. The catalyst is CC(N(C)C)=O. The product is [Cl:1][C:2]1[CH:9]=[CH:8][CH:7]=[CH:6][C:3]=1[C:4]1[NH:15][C:13](=[O:14])[C:12]2[C:11](=[CH:19][C:18]([O:20][CH3:21])=[CH:17][C:16]=2[O:22][CH3:23])[N:10]=1. The yield is 0.390. (4) The reactants are [F:1][C:2]([F:24])([F:23])[O:3][C:4]1[CH:9]=[CH:8][C:7]([N:10]2[CH:14]=[N:13][C:12]([C:15]3[CH:20]=[CH:19][C:18]([CH:21]=[CH2:22])=[CH:17][CH:16]=3)=[N:11]2)=[CH:6][CH:5]=1.C12BC(CCC1)CCC2.[OH-:34].[Na+].OO. The catalyst is O1CCCC1.O. The product is [F:24][C:2]([F:1])([F:23])[O:3][C:4]1[CH:9]=[CH:8][C:7]([N:10]2[CH:14]=[N:13][C:12]([C:15]3[CH:20]=[CH:19][C:18]([CH2:21][CH2:22][OH:34])=[CH:17][CH:16]=3)=[N:11]2)=[CH:6][CH:5]=1. The yield is 0.690. (5) The reactants are [Cl:1][C:2]1[CH:3]=[CH:4][C:5]2[CH2:11][N:10]([C@@H:12]3[CH2:16][CH2:15][NH:14][CH2:13]3)[CH2:9][C:8](=[O:17])[N:7]([CH2:18][CH3:19])[C:6]=2[CH:20]=1.C([O-])([O-])=O.[K+].[K+].Br[CH2:28][CH2:29][CH:30]=[C:31]1[C:37]2[CH:38]=[CH:39][CH:40]=[N:41][C:36]=2[CH2:35][O:34][C:33]2[CH:42]=[CH:43][C:44]([C:46]([OH:49])([CH3:48])[CH3:47])=[CH:45][C:32]1=2. The catalyst is C(#N)C.O. The product is [Cl:1][C:2]1[CH:3]=[CH:4][C:5]2[CH2:11][N:10]([C@@H:12]3[CH2:16][CH2:15][N:14]([CH2:28][CH2:29][CH:30]=[C:31]4[C:37]5[CH:38]=[CH:39][CH:40]=[N:41][C:36]=5[CH2:35][O:34][C:33]5[CH:42]=[CH:43][C:44]([C:46]([OH:49])([CH3:48])[CH3:47])=[CH:45][C:32]4=5)[CH2:13]3)[CH2:9][C:8](=[O:17])[N:7]([CH2:18][CH3:19])[C:6]=2[CH:20]=1. The yield is 0.210. (6) The reactants are [Cl:1][C:2]1[CH:11]=[N:10][C:9]2[NH:8][C:7](=O)[N:6]3[N:13]=[CH:14][N:15]=[C:5]3[C:4]=2[CH:3]=1.CCN(C(C)C)C(C)C.C([O-])(O)=O.[Na+].O=P(Cl)(Cl)[Cl:32]. No catalyst specified. The product is [Cl:32][C:7]1[N:6]2[N:13]=[CH:14][N:15]=[C:5]2[C:4]2[CH:3]=[C:2]([Cl:1])[CH:11]=[N:10][C:9]=2[N:8]=1. The yield is 0.720. (7) The reactants are [Cl:1][C:2]1[C:6]([Cl:7])=[C:5]([CH3:8])[NH:4][C:3]=1[C:9]([NH:11][C@@H:12]1[CH2:17][CH2:16][N:15]([C:18]2[S:19][C:20]([C:35]([O:37]C)=[O:36])=[C:21]([C:23]3[N:28]=[C:27]([N:29]4[CH2:34][CH2:33][CH2:32][CH2:31][CH2:30]4)[CH:26]=[CH:25][N:24]=3)[N:22]=2)[CH2:14][C@@H:13]1[O:39][CH3:40])=[O:10].[OH-].[Li+]. The catalyst is O1CCCC1.O. The product is [Cl:1][C:2]1[C:6]([Cl:7])=[C:5]([CH3:8])[NH:4][C:3]=1[C:9]([NH:11][C@@H:12]1[CH2:17][CH2:16][N:15]([C:18]2[S:19][C:20]([C:35]([OH:37])=[O:36])=[C:21]([C:23]3[N:28]=[C:27]([N:29]4[CH2:30][CH2:31][CH2:32][CH2:33][CH2:34]4)[CH:26]=[CH:25][N:24]=3)[N:22]=2)[CH2:14][C@@H:13]1[O:39][CH3:40])=[O:10]. The yield is 0.790. (8) The reactants are [OH:1][C:2]1[CH:10]=[CH:9][C:5]([C:6]([OH:8])=[O:7])=[CH:4][C:3]=1[O:11][CH3:12]. The catalyst is CN(C)C1C=CN=CC=1.C(O)(C)(C)C. The product is [C:5]([O:7][C:6](=[O:8])[C:5]1[CH:9]=[CH:10][C:2]([OH:1])=[C:3]([O:11][CH3:12])[CH:4]=1)([CH3:9])([CH3:6])[CH3:4]. The yield is 0.750. (9) The yield is 0.320. The reactants are [Cl:1][C:2]1[CH:3]=[CH:4][C:5]([O:9][CH3:10])=[C:6]([CH:8]=1)[NH2:7].C(O)(=O)C.[N-:15]=[C:16]=[O:17].[K+].O. The product is [Cl:1][C:2]1[CH:3]=[CH:4][C:5]([O:9][CH3:10])=[C:6]([NH:7][C:16]([NH2:15])=[O:17])[CH:8]=1. The catalyst is CN(C=O)C. (10) The reactants are [CH2:1]([C:3]1[N:4]([C:28]2[CH:33]=[CH:32][C:31]([OH:34])=[CH:30][CH:29]=2)[C:5](=[O:27])[C:6]([CH2:12][C:13]2[CH:18]=[CH:17][C:16]([C:19]3[C:20]([C:25]#[N:26])=[CH:21][CH:22]=[CH:23][CH:24]=3)=[CH:15][CH:14]=2)=[C:7]([CH2:9][CH2:10][CH3:11])[N:8]=1)[CH3:2].I[CH2:36][C:37]([CH3:40])([CH3:39])[CH3:38].C(=O)([O-])[O-].[Cs+].[Cs+]. The product is [CH3:36][C:37]([CH3:40])([CH3:39])[CH2:38][O:34][C:31]1[CH:32]=[CH:33][C:28]([N:4]2[C:5](=[O:27])[C:6]([CH2:12][C:13]3[CH:18]=[CH:17][C:16]([C:19]4[C:20]([C:25]#[N:26])=[CH:21][CH:22]=[CH:23][CH:24]=4)=[CH:15][CH:14]=3)=[C:7]([CH2:9][CH2:10][CH3:11])[N:8]=[C:3]2[CH2:1][CH3:2])=[CH:29][CH:30]=1. The catalyst is CN(C)C(=O)C. The yield is 0.870.